This data is from Catalyst prediction with 721,799 reactions and 888 catalyst types from USPTO. The task is: Predict which catalyst facilitates the given reaction. (1) Reactant: [CH2:1]([NH:8][C:9](=[O:21])[C@H:10]([NH:13]C(=O)OC(C)(C)C)[CH2:11][OH:12])[C:2]1[CH:7]=[CH:6][CH:5]=[CH:4][CH:3]=1.[OH-].[Na+].S(OC)(O[CH3:28])(=O)=O.O. Product: [NH2:13][C@H:10]([CH2:11][O:12][CH3:28])[C:9]([NH:8][CH2:1][C:2]1[CH:7]=[CH:6][CH:5]=[CH:4][CH:3]=1)=[O:21]. The catalyst class is: 4. (2) Reactant: [C:1]([N:4]1[CH2:9][CH2:8][N:7]([C:10]2[CH:11]=[CH:12][C:13]([CH2:16][CH2:17][C:18]3[CH:19]=[C:20]([CH2:23][CH2:24][C:25]([O:27]C)=O)[S:21][CH:22]=3)=[N:14][CH:15]=2)[CH2:6][CH2:5]1)(=[O:3])[CH3:2].O.[NH2:30][NH2:31].C(Cl)(Cl)[Cl:33]. Product: [ClH:33].[ClH:33].[ClH:33].[C:1]([N:4]1[CH2:9][CH2:8][N:7]([C:10]2[CH:11]=[CH:12][C:13]([CH2:16][CH2:17][C:18]3[CH:19]=[C:20]([CH2:23][CH2:24][C:25]([NH:30][NH2:31])=[O:27])[S:21][CH:22]=3)=[N:14][CH:15]=2)[CH2:6][CH2:5]1)(=[O:3])[CH3:2]. The catalyst class is: 5. (3) Reactant: [C:1]([C:3]1[CH:4]=[C:5]([C:9]2[CH2:13][CH2:12][CH2:11][C:10]=2[C:14]([O:16][CH3:17])=[O:15])[CH:6]=[CH:7][CH:8]=1)#[N:2]. Product: [C:1]([C:3]1[CH:4]=[C:5]([CH:9]2[CH2:13][CH2:12][CH2:11][CH:10]2[C:14]([O:16][CH3:17])=[O:15])[CH:6]=[CH:7][CH:8]=1)#[N:2]. The catalyst class is: 43. (4) Reactant: C([O:5][C@H:6]1[CH2:10][N:9]([C:11](=[O:19])[CH2:12][C:13]2[O:17][N:16]=[C:15]([CH3:18])[CH:14]=2)[C@H:8]([C:20]([NH:22][CH2:23][C:24]2[CH:29]=[CH:28][C:27]([C:30]3[S:34][CH:33]=[N:32][C:31]=3[CH3:35])=[CH:26][CH:25]=2)=[O:21])[CH2:7]1)(C)(C)C.C(O)(C(F)(F)F)=O. Product: [OH:5][C@H:6]1[CH2:10][N:9]([C:11](=[O:19])[CH2:12][C:13]2[O:17][N:16]=[C:15]([CH3:18])[CH:14]=2)[C@H:8]([C:20]([NH:22][CH2:23][C:24]2[CH:29]=[CH:28][C:27]([C:30]3[S:34][CH:33]=[N:32][C:31]=3[CH3:35])=[CH:26][CH:25]=2)=[O:21])[CH2:7]1. The catalyst class is: 2. (5) Reactant: [CH:1]1([CH2:4][C:5]([C:7]2[N:11]([CH3:12])[C:10]([S:13][CH2:14][CH:15]3[CH2:17][CH2:16]3)=[N:9][N:8]=2)=[O:6])[CH2:3][CH2:2]1.[BH4-].[Na+]. Product: [CH:1]1([CH2:4][CH:5]([C:7]2[N:11]([CH3:12])[C:10]([S:13][CH2:14][CH:15]3[CH2:17][CH2:16]3)=[N:9][N:8]=2)[OH:6])[CH2:2][CH2:3]1. The catalyst class is: 5. (6) Reactant: [Si]([O:8][CH2:9][CH:10]1[CH2:15][CH2:14][CH2:13][N:12]([C:16]2[N:21]=[C:20]([C:22]([NH:24][C:25]3[C:34]([CH3:35])=[CH:33][C:28]([C:29]([O:31][CH3:32])=[O:30])=[CH:27][C:26]=3[CH3:36])=[O:23])[C:19]([CH3:37])=[CH:18][CH:17]=2)[CH2:11]1)(C(C)(C)C)(C)C.[N+](CCCC)(CCCC)(CCCC)CCCC.[F-]. Product: [OH:8][CH2:9][CH:10]1[CH2:15][CH2:14][CH2:13][N:12]([C:16]2[N:21]=[C:20]([C:22]([NH:24][C:25]3[C:26]([CH3:36])=[CH:27][C:28]([C:29]([O:31][CH3:32])=[O:30])=[CH:33][C:34]=3[CH3:35])=[O:23])[C:19]([CH3:37])=[CH:18][CH:17]=2)[CH2:11]1. The catalyst class is: 1. (7) Reactant: Br[C:2]1[CH:7]=[C:6]([N+:8]([O-:10])=[O:9])[CH:5]=[C:4]([C:11]([C:14]2[CH:19]=[C:18]([O:20][C:21]([F:24])([F:23])[F:22])[CH:17]=[C:16]([O:25][CH3:26])[CH:15]=2)([CH3:13])[CH3:12])[CH:3]=1.[Na+].[I-:28].CN[C@@H]1CCCC[C@H]1NC.C([O-])(O)=O.[Na+]. Product: [I:28][C:2]1[CH:7]=[C:6]([N+:8]([O-:10])=[O:9])[CH:5]=[C:4]([C:11]([C:14]2[CH:19]=[C:18]([O:20][C:21]([F:24])([F:23])[F:22])[CH:17]=[C:16]([O:25][CH3:26])[CH:15]=2)([CH3:13])[CH3:12])[CH:3]=1. The catalyst class is: 185. (8) Reactant: [F:1][C:2]1[CH:3]=[C:4]([OH:9])[CH:5]=[C:6]([F:8])[CH:7]=1.[O:10]1[CH2:15][CH2:14][CH:13](O)[CH2:12][CH2:11]1.C1(P(C2C=CC=CC=2)C2C=CC=CC=2)C=CC=CC=1.CC(OC(/N=N/C(OC(C)C)=O)=O)C. Product: [F:1][C:2]1[CH:3]=[C:4]([CH:5]=[C:6]([F:8])[CH:7]=1)[O:9][CH:13]1[CH2:14][CH2:15][O:10][CH2:11][CH2:12]1. The catalyst class is: 1. (9) Reactant: [NH2:1][C:2]1[C:7]([C:8]([O:10][CH3:11])=[O:9])=[N:6][CH:5]=[CH:4][N:3]=1.[Br:12]N1C(=O)CCC1=O.S([O-])([O-])(=O)=O.[Na+].[Na+]. Product: [NH2:1][C:2]1[C:7]([C:8]([O:10][CH3:11])=[O:9])=[N:6][C:5]([Br:12])=[CH:4][N:3]=1. The catalyst class is: 20. (10) Reactant: Cl.Cl.[NH:3]1[CH2:8][CH2:7][NH:6][CH2:5][CH:4]1[C:9]([OH:11])=O.[OH-].[Na+].[C:22](O[C:22]([O:24][C:25]([CH3:28])([CH3:27])[CH3:26])=[O:23])([O:24][C:25]([CH3:28])([CH3:27])[CH3:26])=[O:23].Cl[C:30]([O:32][CH2:33][C:34]1[CH:39]=[CH:38][CH:37]=[CH:36][CH:35]=1)=[O:31].B.C1COCC1. Product: [OH:11][CH2:9][CH:4]1[CH2:5][N:6]([C:22]([O:24][C:25]([CH3:26])([CH3:27])[CH3:28])=[O:23])[CH2:7][CH2:8][N:3]1[C:30]([O:32][CH2:33][C:34]1[CH:39]=[CH:38][CH:37]=[CH:36][CH:35]=1)=[O:31]. The catalyst class is: 127.